From a dataset of Peptide-MHC class I binding affinity with 185,985 pairs from IEDB/IMGT. Regression. Given a peptide amino acid sequence and an MHC pseudo amino acid sequence, predict their binding affinity value. This is MHC class I binding data. (1) The peptide sequence is TEQAIEDVWQL. The MHC is Mamu-B01 with pseudo-sequence Mamu-B01. The binding affinity (normalized) is 0.361. (2) The peptide sequence is HRILTYGKYF. The MHC is Mamu-B17 with pseudo-sequence Mamu-B17. The binding affinity (normalized) is 0.168. (3) The binding affinity (normalized) is 0. The MHC is HLA-A02:01 with pseudo-sequence HLA-A02:01. The peptide sequence is LFLRATTEL.